The task is: Predict the reaction yield, written as a fraction of the theoretical maximum amount of product (1.0 means a 100% yield; for example, 0.34 means a 34% yield).. This data is from Reaction yield outcomes from USPTO patents with 853,638 reactions. The yield is 0.811. The catalyst is CC(C)[O-].[Ti+4].CC(C)[O-].CC(C)[O-].CC(C)[O-].C1(C)C=CC=CC=1. The product is [CH3:2][C:3]1([CH3:30])[O:4][CH2:5][CH:6]([CH2:9][O:10][C:11]2[C:16]([CH3:17])=[CH:15][N:14]=[C:13]([CH2:18][S:19]([C:20]3[NH:21][C:22]4[CH:28]=[CH:27][CH:26]=[CH:25][C:23]=4[N:24]=3)=[O:52])[C:12]=2[CH3:29])[CH2:7][O:8]1. The reactants are O.[CH3:2][C:3]1([CH3:30])[O:8][CH2:7][CH:6]([CH2:9][O:10][C:11]2[C:16]([CH3:17])=[CH:15][N:14]=[C:13]([CH2:18][S:19][C:20]3[NH:24][C:23]4[CH:25]=[CH:26][CH:27]=[CH:28][C:22]=4[N:21]=3)[C:12]=2[CH3:29])[CH2:5][O:4]1.C(N(CC)C(C)C)(C)C.[O-]O.C1(C(C)C)C=CC=CC=1.C(=O)([O-])[OH:52].[Na+].